From a dataset of Full USPTO retrosynthesis dataset with 1.9M reactions from patents (1976-2016). Predict the reactants needed to synthesize the given product. (1) Given the product [C:11]([C:8]1[NH:9][C:10]2[C:6]([C:7]=1[S:14]([N:17]1[CH2:22][CH2:21][O:20][C@H:19]([CH2:23][O:24][C:25]3[CH:26]=[CH:27][CH:28]=[CH:29][CH:30]=3)[CH2:18]1)(=[O:16])=[O:15])=[CH:5][C:4]([Cl:31])=[CH:3][C:2]=2[NH:1][CH:33]1[CH2:38][CH2:37][N:36]([C:39]([O:41][CH2:42][CH3:43])=[O:40])[CH2:35][CH2:34]1)(=[O:12])[NH2:13], predict the reactants needed to synthesize it. The reactants are: [NH2:1][C:2]1[CH:3]=[C:4]([Cl:31])[CH:5]=[C:6]2[C:10]=1[NH:9][C:8]([C:11]([NH2:13])=[O:12])=[C:7]2[S:14]([N:17]1[CH2:22][CH2:21][O:20][C@H:19]([CH2:23][O:24][C:25]2[CH:30]=[CH:29][CH:28]=[CH:27][CH:26]=2)[CH2:18]1)(=[O:16])=[O:15].O=[C:33]1[CH2:38][CH2:37][N:36]([C:39]([O:41][CH2:42][CH3:43])=[O:40])[CH2:35][CH2:34]1.C(O)(C(F)(F)F)=O.C(O[BH-](OC(=O)C)OC(=O)C)(=O)C.[Na+]. (2) Given the product [C:25]([O:28][C:29]([NH:1][C:2]1([CH2:18][C:19]([O:21][CH2:22][CH3:23])=[O:20])[CH2:7][CH2:6][N:5]([C:8]2[C:9]([N+:14]([O-:16])=[O:15])=[N:10][CH:11]=[CH:12][CH:13]=2)[CH2:4][CH:3]1[F:17])=[O:30])([CH3:27])([CH3:26])[CH3:24], predict the reactants needed to synthesize it. The reactants are: [NH2:1][C:2]1([CH2:18][C:19]([O:21][CH2:22][CH3:23])=[O:20])[CH2:7][CH2:6][N:5]([C:8]2[C:9]([N+:14]([O-:16])=[O:15])=[N:10][CH:11]=[CH:12][CH:13]=2)[CH2:4][CH:3]1[F:17].[CH3:24][C:25]([O:28][C:29](O[C:29]([O:28][C:25]([CH3:27])([CH3:26])[CH3:24])=[O:30])=[O:30])([CH3:27])[CH3:26].CCN(C(C)C)C(C)C. (3) The reactants are: [Cl-].[NH4+:2].[C-:3]#[N:4].[Na+].[CH2:6]([O:13][C:14]1[CH:21]=[CH:20][C:17]([CH:18]=O)=[C:16]([F:22])[CH:15]=1)[C:7]1[CH:12]=[CH:11][CH:10]=[CH:9][CH:8]=1. Given the product [NH2:2][CH:18]([C:17]1[CH:20]=[CH:21][C:14]([O:13][CH2:6][C:7]2[CH:12]=[CH:11][CH:10]=[CH:9][CH:8]=2)=[CH:15][C:16]=1[F:22])[C:3]#[N:4], predict the reactants needed to synthesize it. (4) Given the product [NH:8]1[CH2:9][CH2:10][CH:11]([NH:14][C:15]2[CH:16]=[C:17]([C:21]3[CH:26]=[CH:25][N:24]=[C:23]([NH:28][CH2:29][CH2:30][C:31]4[CH:32]=[C:33]([OH:37])[CH:34]=[CH:35][CH:36]=4)[N:22]=3)[CH:18]=[CH:19][CH:20]=2)[CH2:12][CH2:13]1, predict the reactants needed to synthesize it. The reactants are: C(OC([N:8]1[CH2:13][CH2:12][CH:11]([NH:14][C:15]2[CH:20]=[CH:19][CH:18]=[C:17]([C:21]3[CH:26]=[CH:25][N:24]=[C:23](Cl)[N:22]=3)[CH:16]=2)[CH2:10][CH2:9]1)=O)(C)(C)C.[NH2:28][CH2:29][CH2:30][C:31]1[CH:32]=[C:33]([OH:37])[CH:34]=[CH:35][CH:36]=1. (5) The reactants are: [Si:1]([O:8][CH2:9][C:10]1[C:11]([F:33])=[C:12]([C:16]2[CH:17]=[N:18][C:19]([N:22]3[CH2:27][CH2:26][N:25]([S:28]([CH:31]=[CH2:32])(=[O:30])=[O:29])[CH2:24][CH2:23]3)=[N:20][CH:21]=2)[CH:13]=[CH:14][CH:15]=1)([C:4]([CH3:7])([CH3:6])[CH3:5])([CH3:3])[CH3:2].C1C[O:37][CH2:36]C1.CO.[OH-].[Na+]. Given the product [Si:1]([O:8][CH2:9][C:10]1[C:11]([F:33])=[C:12]([C:16]2[CH:17]=[N:18][C:19]([N:22]3[CH2:23][CH2:24][N:25]([S:28]([CH2:31][CH2:32][O:37][CH3:36])(=[O:30])=[O:29])[CH2:26][CH2:27]3)=[N:20][CH:21]=2)[CH:13]=[CH:14][CH:15]=1)([C:4]([CH3:6])([CH3:7])[CH3:5])([CH3:2])[CH3:3], predict the reactants needed to synthesize it. (6) Given the product [CH3:31][C:18]1[CH:17]=[C:16]([CH2:14][N:9]2[CH2:10][CH2:11][CH2:12][CH:13]([C:42]3[CH:43]=[CH:47][CH:46]=[CH:52][CH:51]=3)[CH2:7][CH2:8]2)[CH:30]=[CH:29][C:19]=1[O:20][C:21]1[CH:28]=[CH:27][C:24]([C:25]#[N:26])=[CH:23][N:22]=1, predict the reactants needed to synthesize it. The reactants are: C1([CH:7]2[CH2:13][CH2:12][CH2:11][CH2:10][NH:9][CH2:8]2)C=CC=CC=1.[CH:14]([C:16]1[CH:30]=[CH:29][C:19]([O:20][C:21]2[CH:28]=[CH:27][C:24]([C:25]#[N:26])=[CH:23][N:22]=2)=[C:18]([CH3:31])[CH:17]=1)=O.C(O[BH-](O[C:42](=O)[CH3:43])OC(=O)C)(=O)C.[Na+].[C:46](O)(=O)[CH3:47].Cl[CH2:51][CH2:52]Cl. (7) Given the product [C:26]([C:25]1[CH:28]=[CH:29][C:22]([CH2:21][O:1][C:2]2[CH:3]=[CH:4][C:5]([O:6][CH2:7][C:8]([NH:10][CH3:11])=[O:9])=[CH:12][CH:13]=2)=[CH:23][CH:24]=1)#[N:27], predict the reactants needed to synthesize it. The reactants are: [OH:1][C:2]1[CH:13]=[CH:12][C:5]([O:6][CH2:7][C:8]([NH:10][CH3:11])=[O:9])=[CH:4][CH:3]=1.C(=O)([O-])[O-].[K+].[K+].Br[CH2:21][C:22]1[CH:29]=[CH:28][C:25]([C:26]#[N:27])=[CH:24][CH:23]=1.O. (8) The reactants are: [Cl:1][C:2]1[CH:7]=[C:6]([NH:8][C:9]2[C:18]3[C:13](=[CH:14][CH:15]=[CH:16][C:17]=3[O:19][C@H:20]([C@H:22]3[CH2:26][CH2:25][CH2:24][NH:23]3)[CH3:21])[N:12]=[CH:11][N:10]=2)[CH:5]=[CH:4][C:3]=1[OH:27].[C:28](O)(=[O:31])[CH2:29][OH:30]. Given the product [Cl:1][C:2]1[CH:7]=[C:6]([NH:8][C:9]2[C:18]3[C:13](=[CH:14][CH:15]=[CH:16][C:17]=3[O:19][C@H:20]([C@H:22]3[CH2:26][CH2:25][CH2:24][N:23]3[C:29](=[O:30])[CH2:28][OH:31])[CH3:21])[N:12]=[CH:11][N:10]=2)[CH:5]=[CH:4][C:3]=1[OH:27], predict the reactants needed to synthesize it. (9) Given the product [C:12]([O:11][C@H:10]1[C@@H:9]([O:15][C:16](=[O:18])[CH3:17])[C@H:8]([N:19]2[CH:27]=[N:26][C:25]3[C:20]2=[N:21][C:22]([I:29])=[N:23][C:24]=3[NH:35][CH:30]2[CH2:34][CH2:33][CH2:32][CH2:31]2)[O:7][C@@H:6]1[CH2:5][O:4][C:1](=[O:3])[CH3:2])(=[O:14])[CH3:13], predict the reactants needed to synthesize it. The reactants are: [C:1]([O:4][CH2:5][C@@H:6]1[C@@H:10]([O:11][C:12](=[O:14])[CH3:13])[C@@H:9]([O:15][C:16](=[O:18])[CH3:17])[C@H:8]([N:19]2[CH:27]=[N:26][C:25]3[C:20]2=[N:21][C:22]([I:29])=[N:23][C:24]=3Cl)[O:7]1)(=[O:3])[CH3:2].[CH:30]1([NH2:35])[CH2:34][CH2:33][CH2:32][CH2:31]1.C(N(C(C)C)CC)(C)C. (10) Given the product [NH2:17][CH2:16][C@@H:15]([OH:28])[CH2:14][CH2:13][NH:12][S:9]([C:3]1[CH:4]=[CH:5][C:6]([F:8])=[CH:7][C:2]=1[Cl:1])(=[O:11])=[O:10], predict the reactants needed to synthesize it. The reactants are: [Cl:1][C:2]1[CH:7]=[C:6]([F:8])[CH:5]=[CH:4][C:3]=1[S:9]([NH:12][CH2:13][CH2:14][C@H:15]([OH:28])[CH2:16][N:17]1C(=O)C2C(=CC=CC=2)C1=O)(=[O:11])=[O:10].NN.